This data is from Reaction yield outcomes from USPTO patents with 853,638 reactions. The task is: Predict the reaction yield, written as a fraction of the theoretical maximum amount of product (1.0 means a 100% yield; for example, 0.34 means a 34% yield). (1) The reactants are [NH2:1][C:2]1[N:3]=[CH:4][C:5]2[C:10]([CH:11]=1)=[CH:9][CH:8]=[CH:7][CH:6]=2.C[Al](C)C.C[O:17][C:18]([C:20]1[C:21]([NH:26][CH2:27][C:28]2[CH:33]=[CH:32][N:31]=[CH:30][CH:29]=2)=[N:22][CH:23]=[N:24][CH:25]=1)=O. The catalyst is C1(C)C=CC=CC=1. The product is [CH:4]1[C:5]2[C:10](=[CH:9][CH:8]=[CH:7][CH:6]=2)[CH:11]=[C:2]([NH:1][C:18]([C:20]2[C:21]([NH:26][CH2:27][C:28]3[CH:33]=[CH:32][N:31]=[CH:30][CH:29]=3)=[N:22][CH:23]=[N:24][CH:25]=2)=[O:17])[N:3]=1. The yield is 0.240. (2) The reactants are [C:1]([O:4][CH2:5][C:6]([CH3:36])([CH3:35])[CH2:7][N:8]1[C:14]2[CH:15]=[CH:16][C:17]([Cl:19])=[CH:18][C:13]=2[C@H:12]([C:20]2[CH:25]=[CH:24][CH:23]=[C:22]([O:26][CH3:27])[C:21]=2[O:28][CH3:29])[O:11][C@@H:10]([CH2:30][C:31]([OH:33])=O)[C:9]1=[O:34])(=[O:3])[CH3:2].S(Cl)(Cl)=O.[NH2:41][C:42]1[CH:43]=[C:44]([CH2:48][CH2:49][C:50]([O:52][CH2:53][CH3:54])=[O:51])[CH:45]=[CH:46][CH:47]=1.C(N(CC)CC)C. The catalyst is O1CCCC1.O.CN(C)C=O. The product is [C:1]([O:4][CH2:5][C:6]([CH3:36])([CH3:35])[CH2:7][N:8]1[C:14]2[CH:15]=[CH:16][C:17]([Cl:19])=[CH:18][C:13]=2[C@H:12]([C:20]2[CH:25]=[CH:24][CH:23]=[C:22]([O:26][CH3:27])[C:21]=2[O:28][CH3:29])[O:11][C@@H:10]([CH2:30][C:31]([NH:41][C:42]2[CH:43]=[C:44]([CH2:48][CH2:49][C:50]([O:52][CH2:53][CH3:54])=[O:51])[CH:45]=[CH:46][CH:47]=2)=[O:33])[C:9]1=[O:34])(=[O:3])[CH3:2]. The yield is 0.730. (3) The reactants are [Cl-].O[NH3+:3].[C:4](=[O:7])([O-])[OH:5].[Na+].CS(C)=O.[Si]([O:20][CH2:21][C:22]([CH3:59])([CH3:58])[O:23][C:24]1[CH:29]=[CH:28][C:27]([C:30]2[C:35](=[O:36])[N:34]([CH2:37][C:38]3[CH:43]=[CH:42][C:41]([C:44]4[C:45]([C:50]#[N:51])=[CH:46][CH:47]=[CH:48][CH:49]=4)=[CH:40][C:39]=3[F:52])[C:33]([CH2:53][CH2:54][CH3:55])=[N:32][C:31]=2[CH2:56][CH3:57])=[CH:26][CH:25]=1)(C(C)(C)C)(C)C. The catalyst is C(OCC)(=O)C. The product is [CH2:56]([C:31]1[N:32]=[C:33]([CH2:53][CH2:54][CH3:55])[N:34]([CH2:37][C:38]2[CH:43]=[CH:42][C:41]([C:44]3[CH:49]=[CH:48][CH:47]=[CH:46][C:45]=3[C:50]3[NH:51][C:4](=[O:7])[O:5][N:3]=3)=[CH:40][C:39]=2[F:52])[C:35](=[O:36])[C:30]=1[C:27]1[CH:26]=[CH:25][C:24]([O:23][C:22]([CH3:59])([CH3:58])[CH2:21][OH:20])=[CH:29][CH:28]=1)[CH3:57]. The yield is 0.820. (4) No catalyst specified. The reactants are [CH3:1][O:2][C:3]1[C:4]([NH:15][C:16](=[O:20])OCC)=[N:5][C:6]2[C:11]([N:12]=1)=[CH:10][C:9]([O:13][CH3:14])=[CH:8][CH:7]=2.[CH3:21][O:22][C:23]1[CH:28]=[CH:27][C:26]([N:29]2[CH2:34][CH2:33][NH:32][CH2:31][CH2:30]2)=[CH:25][CH:24]=1. The product is [CH3:1][O:2][C:3]1[C:4]([NH:15][C:16]([N:32]2[CH2:31][CH2:30][N:29]([C:26]3[CH:25]=[CH:24][C:23]([O:22][CH3:21])=[CH:28][CH:27]=3)[CH2:34][CH2:33]2)=[O:20])=[N:5][C:6]2[C:11]([N:12]=1)=[CH:10][C:9]([O:13][CH3:14])=[CH:8][CH:7]=2. The yield is 0.870.